From a dataset of Forward reaction prediction with 1.9M reactions from USPTO patents (1976-2016). Predict the product of the given reaction. (1) Given the reactants Br[C:2]1[CH:3]=[CH:4][C:5]([N:15]2[CH2:19][CH2:18][CH2:17][CH2:16]2)=[C:6](/[CH:8]=[CH:9]/[C:10]([O:12][CH2:13][CH3:14])=[O:11])[CH:7]=1.[CH2:20]([O:24][CH2:25][CH2:26][O:27][C:28]1[CH:33]=[CH:32][C:31](OB(O)O)=[CH:30][CH:29]=1)[CH2:21][CH2:22][CH3:23].C(=O)([O-])[O-].[K+].[K+], predict the reaction product. The product is: [CH2:20]([O:24][CH2:25][CH2:26][O:27][C:28]1[CH:29]=[CH:30][C:31]([C:2]2[CH:3]=[CH:4][C:5]([N:15]3[CH2:19][CH2:18][CH2:17][CH2:16]3)=[C:6](/[CH:8]=[CH:9]/[C:10]([O:12][CH2:13][CH3:14])=[O:11])[CH:7]=2)=[CH:32][CH:33]=1)[CH2:21][CH2:22][CH3:23]. (2) Given the reactants [OH:1][CH2:2][CH2:3][CH2:4][CH2:5][CH2:6][NH:7][S:8]([C:11]1[CH:16]=[CH:15][C:14](Br)=[CH:13][CH:12]=1)(=[O:10])=[O:9].[OH:18][C:19]1[CH:24]=[CH:23][C:22](B(O)O)=[CH:21][CH:20]=1, predict the reaction product. The product is: [OH:1][CH2:2][CH2:3][CH2:4][CH2:5][CH2:6][NH:7][S:8]([C:11]1[CH:16]=[CH:15][C:14]([C:22]2[CH:23]=[CH:24][C:19]([OH:18])=[CH:20][CH:21]=2)=[CH:13][CH:12]=1)(=[O:10])=[O:9]. (3) Given the reactants [F:1][C:2]1[CH:9]=[CH:8][C:7]([CH2:10][CH2:11][N:12]2[CH2:17][CH2:16][NH:15][CH2:14][C:13]2=[O:18])=[CH:6][C:3]=1[C:4]#[N:5].[F:19][CH:20]([C:23]1[CH:32]=[CH:31][C:26]2[C:27](=[O:30])[O:28][CH2:29][C:25]=2[CH:24]=1)[CH:21]=O.[BH-](OC(C)=O)(OC(C)=O)OC(C)=O.[Na+], predict the reaction product. The product is: [F:1][C:2]1[CH:9]=[CH:8][C:7]([CH2:10][CH2:11][N:12]2[CH2:17][CH2:16][N:15]([CH2:21][CH:20]([F:19])[C:23]3[CH:32]=[CH:31][C:26]4[C:27](=[O:30])[O:28][CH2:29][C:25]=4[CH:24]=3)[CH2:14][C:13]2=[O:18])=[CH:6][C:3]=1[C:4]#[N:5]. (4) Given the reactants Br[C:2]1[CH:3]=[N:4][CH:5]=[C:6]([F:8])[CH:7]=1.[NH:9]1[CH:13]=[CH:12][CH:11]=[N:10]1.C(=O)([O-])[O-].[Cs+].[Cs+], predict the reaction product. The product is: [F:8][C:6]1[CH:5]=[N:4][CH:3]=[C:2]([N:9]2[CH:13]=[CH:12][CH:11]=[N:10]2)[CH:7]=1.